The task is: Predict the reactants needed to synthesize the given product.. This data is from Full USPTO retrosynthesis dataset with 1.9M reactions from patents (1976-2016). Given the product [C:8]([C:10]1[CH:11]=[CH:12][C:13]([C:16]2[CH:17]=[C:18]([CH3:21])[NH:19][CH:20]=2)=[CH:14][CH:15]=1)#[N:9], predict the reactants needed to synthesize it. The reactants are: C(O)(C(F)(F)F)=O.[C:8]([C:10]1[CH:15]=[CH:14][C:13]([C:16]2[C:17](C(OC(C)(C)C)=O)=[C:18]([CH3:21])[NH:19][CH:20]=2)=[CH:12][CH:11]=1)#[N:9].